From a dataset of Full USPTO retrosynthesis dataset with 1.9M reactions from patents (1976-2016). Predict the reactants needed to synthesize the given product. (1) Given the product [CH:16]([C:5]1[CH2:6][C:7]2[C:8]([C:4]=1[CH2:3][CH2:2][NH:1][C:27](=[O:30])[CH2:28][CH3:29])=[C:9]1[CH2:15][CH2:14][O:13][C:10]1=[N:11][CH:12]=2)([CH3:18])[CH3:17], predict the reactants needed to synthesize it. The reactants are: [NH2:1][CH2:2][CH2:3][C:4]1(O)[C:8]2=[C:9]3[CH2:15][CH2:14][O:13][C:10]3=[N:11][CH:12]=[C:7]2[CH2:6][CH:5]1[CH:16]([CH3:18])[CH3:17].C(N(CC)CC)C.[C:27](O[C:27](=[O:30])[CH2:28][CH3:29])(=[O:30])[CH2:28][CH3:29].O.C1(C)C=CC(S(O)(=O)=O)=CC=1.S([O-])([O-])(=O)=O.[Mg+2]. (2) Given the product [F:9][C:8]([F:11])([F:10])[C:6]1[CH:7]=[C:2]([NH2:26])[C:3]([NH2:12])=[N:4][CH:5]=1, predict the reactants needed to synthesize it. The reactants are: Br[C:2]1[C:3]([NH2:12])=[N:4][CH:5]=[C:6]([C:8]([F:11])([F:10])[F:9])[CH:7]=1.C(CC(=O)C)(=O)C.C(=O)([O-])[O-].[Cs+].[Cs+].[NH3:26]. (3) Given the product [CH2:1]([O:3][C:4](=[O:13])[CH:5]([N:16]([CH3:17])[CH3:15])[C:6]1[CH:7]=[N:8][CH:9]=[CH:10][CH:11]=1)[CH3:2], predict the reactants needed to synthesize it. The reactants are: [CH2:1]([O:3][C:4](=[O:13])[CH:5](Br)[C:6]1[CH:7]=[N:8][CH:9]=[CH:10][CH:11]=1)[CH3:2].Cl.[CH3:15][NH:16][CH3:17].CCN(CC)CC. (4) The reactants are: Cl[C:2]1[C:12]2[CH:11]=[C:10]([C:13]([O:15][CH3:16])=[O:14])[CH2:9][CH2:8][NH:7][C:6]=2[N:5]=[CH:4][N:3]=1.[Cl:17][C:18]1[CH:19]=[C:20]([NH2:36])[CH:21]=[N:22][C:23]=1[O:24][C:25]1[CH:30]=[CH:29][CH:28]=[C:27]([O:31][C:32]([F:35])([F:34])[F:33])[CH:26]=1.Cl.N1C=CC=CC=1.C(=O)(O)[O-].[Na+]. Given the product [Cl:17][C:18]1[CH:19]=[C:20]([NH:36][C:2]2[C:12]3[CH:11]=[C:10]([C:13]([O:15][CH3:16])=[O:14])[CH2:9][CH2:8][NH:7][C:6]=3[N:5]=[CH:4][N:3]=2)[CH:21]=[N:22][C:23]=1[O:24][C:25]1[CH:30]=[CH:29][CH:28]=[C:27]([O:31][C:32]([F:33])([F:34])[F:35])[CH:26]=1, predict the reactants needed to synthesize it. (5) Given the product [Br:20][C:5]1[CH:6]=[C:7]([C:9]([O:11][CH3:12])=[O:10])[NH:8][C:4]=1[CH:1]([CH3:3])[CH3:2], predict the reactants needed to synthesize it. The reactants are: [CH:1]([C:4]1[NH:8][C:7]([C:9]([O:11][CH3:12])=[O:10])=[CH:6][CH:5]=1)([CH3:3])[CH3:2].C1C(=O)N([Br:20])C(=O)C1. (6) Given the product [S:1]1[C:5]2[CH:6]=[CH:7][CH:8]=[CH:9][C:4]=2[C:3]([N:10]2[CH2:15][CH2:14][N:13]([CH2:16][CH2:17][C:18]3[CH:26]=[C:25]4[C:21]([CH2:22][CH2:23][CH:24]4[NH:27][C:35](=[O:37])[CH3:36])=[CH:20][CH:19]=3)[CH2:12][CH2:11]2)=[N:2]1, predict the reactants needed to synthesize it. The reactants are: [S:1]1[C:5]2[CH:6]=[CH:7][CH:8]=[CH:9][C:4]=2[C:3]([N:10]2[CH2:15][CH2:14][N:13]([CH2:16][CH2:17][C:18]3[CH:26]=[C:25]4[C:21]([CH2:22][CH2:23][CH:24]4[NH2:27])=[CH:20][CH:19]=3)[CH2:12][CH2:11]2)=[N:2]1.CCN(CC)CC.[C:35](Cl)(=[O:37])[CH3:36]. (7) Given the product [F:1][C:2]1[CH:7]=[CH:6][C:5]([CH2:8][C:9]2[CH:18]=[C:17]3[C:12]([C:13]([O-:28])=[C:14]([C:21]([NH:23][C@@H:24]([CH3:27])[CH2:25][OH:26])=[O:22])[C:15](=[O:20])[N:16]3[CH3:19])=[N:11][CH:10]=2)=[CH:4][CH:3]=1.[Na+:30], predict the reactants needed to synthesize it. The reactants are: [F:1][C:2]1[CH:7]=[CH:6][C:5]([CH2:8][C:9]2[CH:18]=[C:17]3[C:12]([C:13]([OH:28])=[C:14]([C:21]([NH:23][C@@H:24]([CH3:27])[CH2:25][OH:26])=[O:22])[C:15](=[O:20])[N:16]3[CH3:19])=[N:11][CH:10]=2)=[CH:4][CH:3]=1.[OH-].[Na+:30].